From a dataset of Catalyst prediction with 721,799 reactions and 888 catalyst types from USPTO. Predict which catalyst facilitates the given reaction. The catalyst class is: 231. Reactant: Br[C:2]1[C:3]2[N:4]([C:9]([C:19]3[CH:24]=[CH:23][N:22]=[C:21]([OH:25])[N:20]=3)=[C:10]([C:12]3[CH:17]=[CH:16][CH:15]=[C:14]([CH3:18])[N:13]=3)[N:11]=2)[CH:5]=[C:6]([CH3:8])[CH:7]=1.[N:26]1[CH:31]=[CH:30][C:29]([CH2:32][CH2:33][NH2:34])=[CH:28][CH:27]=1.CC([O-])(C)C.[Na+].C1(P(C2CCCCC2)C2C=CC=CC=2C2C=CC=CC=2N(C)C)CCCCC1. Product: [CH3:8][C:6]1[CH:7]=[C:2]([NH:34][CH2:33][CH2:32][C:29]2[CH:30]=[CH:31][N:26]=[CH:27][CH:28]=2)[C:3]2[N:4]([C:9]([C:19]3[CH:24]=[CH:23][N:22]=[C:21]([OH:25])[N:20]=3)=[C:10]([C:12]3[CH:17]=[CH:16][CH:15]=[C:14]([CH3:18])[N:13]=3)[N:11]=2)[CH:5]=1.